The task is: Predict the reactants needed to synthesize the given product.. This data is from Full USPTO retrosynthesis dataset with 1.9M reactions from patents (1976-2016). (1) Given the product [CH3:13][O:14][C:15]1[CH:16]=[C:17]([C:18]([C:8]2[CH:9]=[CH:10][C:5]([O:11][CH3:12])=[CH:6][CH:7]=2)=[O:19])[CH:21]=[C:22]([O:24][CH3:25])[CH:23]=1, predict the reactants needed to synthesize it. The reactants are: [Cl-].[Al+3].[Cl-].[Cl-].[C:5]1([O:11][CH3:12])[CH:10]=[CH:9][CH:8]=[CH:7][CH:6]=1.[CH3:13][O:14][C:15]1[CH:16]=[C:17]([CH:21]=[C:22]([O:24][CH3:25])[CH:23]=1)[C:18](Cl)=[O:19]. (2) Given the product [OH:22][CH:20]([CH3:21])[CH2:19][N:16]1[CH2:17][CH2:18][N:13]([C:2](=[O:1])[CH2:3][O:4][C:5]2[CH:6]=[C:7]([CH:10]=[CH:11][CH:12]=2)[CH:8]=[O:9])[CH2:14][CH2:15]1, predict the reactants needed to synthesize it. The reactants are: [O:1]=[C:2]([N:13]1[CH2:18][CH2:17][NH:16][CH2:15][CH2:14]1)[CH2:3][O:4][C:5]1[CH:6]=[C:7]([CH:10]=[CH:11][CH:12]=1)[CH:8]=[O:9].[CH2:19]1[O:22][CH:20]1[CH3:21]. (3) Given the product [OH:8][CH2:7][CH2:6][N:2]([CH2:3][C:4]#[C:5][C:10]1[CH:11]=[CH:12][C:13](/[C:16](/[C:33]2[CH:42]=[CH:41][C:36]3[O:37][C:38]([CH3:40])=[CH:39][C:35]=3[CH:34]=2)=[CH:17]\[CH2:18][O:19][C:20]2[CH:31]=[CH:30][C:23]([O:24][CH2:25][C:26]([O:28][CH3:29])=[O:27])=[C:22]([CH3:32])[CH:21]=2)=[CH:14][CH:15]=1)[CH3:1], predict the reactants needed to synthesize it. The reactants are: [CH3:1][N:2]([CH2:6][CH2:7][OH:8])[CH2:3][C:4]#[CH:5].I[C:10]1[CH:15]=[CH:14][C:13](/[C:16](/[C:33]2[CH:42]=[CH:41][C:36]3[O:37][C:38]([CH3:40])=[CH:39][C:35]=3[CH:34]=2)=[CH:17]/[CH2:18][O:19][C:20]2[CH:31]=[CH:30][C:23]([O:24][CH2:25][C:26]([O:28][CH3:29])=[O:27])=[C:22]([CH3:32])[CH:21]=2)=[CH:12][CH:11]=1.